From a dataset of Catalyst prediction with 721,799 reactions and 888 catalyst types from USPTO. Predict which catalyst facilitates the given reaction. (1) Reactant: [C:1]1([C@H:7]([N:9]2[CH2:16][C@@H:15]3[C@@H:11]([CH2:12][O:13][C:14]3=[O:17])[CH2:10]2)[CH3:8])[CH:6]=[CH:5][CH:4]=[CH:3][CH:2]=1.[CH:18]1([NH2:21])[CH2:20][CH2:19]1. Product: [CH:18]1([NH:21][C:14]([C@@H:15]2[C@H:11]([CH2:12][OH:13])[CH2:10][N:9]([C@H:7]([C:1]3[CH:6]=[CH:5][CH:4]=[CH:3][CH:2]=3)[CH3:8])[CH2:16]2)=[O:17])[CH2:20][CH2:19]1. The catalyst class is: 8. (2) Reactant: [Cl:1][C:2]1[C:3]([C:9]2[CH:10]=[CH:11][C:12]3[N:16]=[CH:15][N:14]([CH2:17][C:18]4[CH:23]=[CH:22][CH:21]=[C:20]([F:24])[CH:19]=4)[C:13]=3[CH:25]=2)=[CH:4][C:5](F)=[N:6][CH:7]=1.[CH:26]1([NH2:31])[CH2:30][CH2:29][CH2:28][CH2:27]1.C(N(CC)C(C)C)(C)C.[O-]P([O-])([O-])=O.[O-]P([O-])([O-])=O.[Ca+2].[Ca+2].[Ca+2]. Product: [Cl:1][C:2]1[C:3]([C:9]2[CH:10]=[CH:11][C:12]3[N:16]=[CH:15][N:14]([CH2:17][C:18]4[CH:23]=[CH:22][CH:21]=[C:20]([F:24])[CH:19]=4)[C:13]=3[CH:25]=2)=[CH:4][C:5]([NH:31][CH:26]2[CH2:30][CH2:29][CH2:28][CH2:27]2)=[N:6][CH:7]=1. The catalyst class is: 16. (3) Reactant: C([O-])([O-])=O.[K+].[K+].[Br:7][C:8]1[C:18]([OH:19])=[C:17]([Br:20])[CH:16]=[CH:15][C:9]=1[C:10]([O:12][CH2:13][CH3:14])=[O:11].CN(C=O)C.Cl[CH2:27][C:28]([NH2:30])=[O:29]. Product: [Br:7][C:8]1[C:18]([O:19][CH2:27][C:28]([NH2:30])=[O:29])=[C:17]([Br:20])[CH:16]=[CH:15][C:9]=1[C:10]([O:12][CH2:13][CH3:14])=[O:11]. The catalyst class is: 6. (4) Reactant: [C:1]([O:5][C:6]([N:8]1[CH2:13][CH2:12][N:11]([C:14](=[O:44])[CH:15]([OH:43])[CH2:16][C:17]2[CH:22]=[CH:21][C:20]([O:23][C:24]3[CH:29]=[CH:28][C:27]([NH:30][C:31](=[O:42])[C:32]4[CH:37]=[CH:36][C:35]([C:38]([F:41])([F:40])[F:39])=[CH:34][CH:33]=4)=[CH:26][N:25]=3)=[CH:19][CH:18]=2)[CH2:10][CH2:9]1)=[O:7])([CH3:4])([CH3:3])[CH3:2].CC(OI1(OC(C)=O)(OC(C)=O)OC(=O)C2C=CC=CC1=2)=O. Product: [C:1]([O:5][C:6]([N:8]1[CH2:13][CH2:12][N:11]([C:14](=[O:44])[C:15](=[O:43])[CH2:16][C:17]2[CH:22]=[CH:21][C:20]([O:23][C:24]3[CH:29]=[CH:28][C:27]([NH:30][C:31](=[O:42])[C:32]4[CH:33]=[CH:34][C:35]([C:38]([F:39])([F:41])[F:40])=[CH:36][CH:37]=4)=[CH:26][N:25]=3)=[CH:19][CH:18]=2)[CH2:10][CH2:9]1)=[O:7])([CH3:4])([CH3:2])[CH3:3]. The catalyst class is: 4. (5) Reactant: [CH3:1][S:2](Cl)(=[O:4])=[O:3].[Cl:6][C:7]1[CH:12]=[CH:11][C:10]([CH:13]2[O:17][CH2:16][CH:15]([OH:18])[CH2:14]2)=[CH:9][CH:8]=1. Product: [CH3:1][S:2]([O:18][CH:15]1[CH2:14][CH:13]([C:10]2[CH:11]=[CH:12][C:7]([Cl:6])=[CH:8][CH:9]=2)[O:17][CH2:16]1)(=[O:4])=[O:3]. The catalyst class is: 2.